Dataset: Reaction yield outcomes from USPTO patents with 853,638 reactions. Task: Predict the reaction yield, written as a fraction of the theoretical maximum amount of product (1.0 means a 100% yield; for example, 0.34 means a 34% yield). (1) The reactants are [NH2:1][C:2]1[C:7]([CH2:8][N:9]([C:16]2[CH:21]=[CH:20][CH:19]=[CH:18][CH:17]=2)[CH2:10][C:11](OCC)=[O:12])=[CH:6][C:5]([Br:22])=[CH:4][N:3]=1.[H-].[Na+].O. The catalyst is CS(C)=O. The product is [Br:22][C:5]1[CH:4]=[N:3][C:2]2[NH:1][C:11](=[O:12])[CH2:10][N:9]([C:16]3[CH:21]=[CH:20][CH:19]=[CH:18][CH:17]=3)[CH2:8][C:7]=2[CH:6]=1. The yield is 0.990. (2) The reactants are [CH3:1][O:2][C:3]1[CH:4]=[C:5]2[C:10](=[CH:11][C:12]=1[O:13][CH3:14])[N:9]=[CH:8][N:7]=[C:6]2[O:15][C:16]1[CH:17]=[C:18]([CH:20]=[CH:21][CH:22]=1)[NH2:19].[CH:23]([C:26]1[CH:30]=[C:29]([NH:31][C:32](=O)[O:33]C2C=CC=CC=2)[N:28]([C:41]2[CH:46]=[CH:45][C:44]([O:47][CH3:48])=[CH:43][CH:42]=2)[N:27]=1)([CH3:25])[CH3:24]. The catalyst is C1COCC1.CN(C1C=CN=CC=1)C. The product is [CH3:1][O:2][C:3]1[CH:4]=[C:5]2[C:10](=[CH:11][C:12]=1[O:13][CH3:14])[N:9]=[CH:8][N:7]=[C:6]2[O:15][C:16]1[CH:17]=[C:18]([NH:19][C:32]([NH:31][C:29]2[N:28]([C:41]3[CH:46]=[CH:45][C:44]([O:47][CH3:48])=[CH:43][CH:42]=3)[N:27]=[C:26]([CH:23]([CH3:25])[CH3:24])[CH:30]=2)=[O:33])[CH:20]=[CH:21][CH:22]=1. The yield is 0.390. (3) The reactants are [CH2:1]([C:5]1[CH:13]=[CH:12][C:8]([C:9]([OH:11])=O)=[CH:7][CH:6]=1)[CH:2]([CH3:4])[CH3:3].ON1C2C=CC=CC=2N=N1.F[B-](F)(F)F.N1(OC(N(C)C)=[N+](C)C)C2C=CC=CC=2N=N1.C(N(C(C)C)CC)(C)C.[NH2:55][C:56](=[N:68]O)[C:57]1[N:58]=[CH:59][C:60]([C:63]([O:65][CH2:66][CH3:67])=[O:64])=[N:61][CH:62]=1. The catalyst is O1CCOCC1. The product is [CH2:1]([C:5]1[CH:6]=[CH:7][C:8]([C:9]2[O:11][N:55]=[C:56]([C:57]3[N:58]=[CH:59][C:60]([C:63]([O:65][CH2:66][CH3:67])=[O:64])=[N:61][CH:62]=3)[N:68]=2)=[CH:12][CH:13]=1)[CH:2]([CH3:3])[CH3:4]. The yield is 0.270. (4) The reactants are [CH3:1][O:2][C:3]1[CH:41]=[C:40]([O:42][CH3:43])[CH:39]=[CH:38][C:4]=1[CH2:5][N:6]([C:14]1[C:19]2[N:20]=[CH:21][N:22]([CH3:23])[C:18]=2[CH:17]=[C:16]([N:24]=C(C2C=CC=CC=2)C2C=CC=CC=2)[N:15]=1)[C:7](=[O:13])[O:8][C:9]([CH3:12])([CH3:11])[CH3:10].Cl. The catalyst is C1COCC1. The product is [NH2:24][C:16]1[N:15]=[C:14]([N:6]([CH2:5][C:4]2[CH:38]=[CH:39][C:40]([O:42][CH3:43])=[CH:41][C:3]=2[O:2][CH3:1])[C:7](=[O:13])[O:8][C:9]([CH3:10])([CH3:11])[CH3:12])[C:19]2[N:20]=[CH:21][N:22]([CH3:23])[C:18]=2[CH:17]=1. The yield is 1.00. (5) The product is [Cl:13][C:14]1[CH:22]=[CH:21][CH:20]=[CH:19][C:15]=1[C:16]([N:10]=[C:8]1[N:7]([CH:24]([CH2:29][CH3:30])[C:25]([OH:27])=[O:26])[C:6]2[CH:11]=[C:2]([F:1])[C:3]([F:12])=[CH:4][C:5]=2[S:9]1)=[O:17]. No catalyst specified. The yield is 0.210. The reactants are [F:1][C:2]1[C:3]([F:12])=[CH:4][C:5]2[S:9][C:8]([NH2:10])=[N:7][C:6]=2[CH:11]=1.[Cl:13][C:14]1[CH:22]=[CH:21][CH:20]=[CH:19][C:15]=1[C:16](Cl)=[O:17].Br[CH:24]([CH2:29][CH3:30])[C:25]([O:27]C)=[O:26].COC1C=CC2N=C(N)SC=2C=1.ClC1C=C(C=CC=1)C(Cl)=O.BrCC(OCC)=O.